The task is: Predict the product of the given reaction.. This data is from Forward reaction prediction with 1.9M reactions from USPTO patents (1976-2016). (1) Given the reactants C([O:3][C:4]([C:6]1[CH:7]=[N:8][C:9]2[C:14]([C:15]=1[OH:16])=[N:13][C:12]([CH3:17])=[CH:11][CH:10]=2)=[O:5])C.Cl, predict the reaction product. The product is: [OH:16][C:15]1[C:14]2[C:9](=[CH:10][CH:11]=[C:12]([CH3:17])[N:13]=2)[N:8]=[CH:7][C:6]=1[C:4]([OH:5])=[O:3]. (2) Given the reactants [NH3:1].[Cl:2][C:3]1[CH:23]=[CH:22][C:6]2[N:7]=[C:8]([NH:10][C:11]([NH:13][CH2:14][CH2:15][CH2:16][C:17](OCC)=[O:18])=[O:12])[S:9][C:5]=2[CH:4]=1, predict the reaction product. The product is: [Cl:2][C:3]1[CH:23]=[CH:22][C:6]2[N:7]=[C:8]([NH:10][C:11]([NH:13][CH2:14][CH2:15][CH2:16][C:17]([NH2:1])=[O:18])=[O:12])[S:9][C:5]=2[CH:4]=1. (3) Given the reactants C([OH:3])C.[OH-].[Na+].OO.[CH3:8][C:9]1[C:17]2[C:12](=[CH:13][CH:14]=[CH:15][C:16]=2[C:18]2[CH:19]=[N:20][C:21]3[C:26]([CH:27]=2)=[CH:25][CH:24]=[CH:23][CH:22]=3)[N:11]([C:28]2[CH:35]=[CH:34][C:31]([C:32]#[N:33])=[C:30]([NH:36][CH:37]3[CH2:42][C:41]([CH3:44])([CH3:43])[N:40]([CH3:45])[C:39]([CH3:47])([CH3:46])[CH2:38]3)[CH:29]=2)[N:10]=1, predict the reaction product. The product is: [CH3:8][C:9]1[C:17]2[C:12](=[CH:13][CH:14]=[CH:15][C:16]=2[C:18]2[CH:19]=[N:20][C:21]3[C:26]([CH:27]=2)=[CH:25][CH:24]=[CH:23][CH:22]=3)[N:11]([C:28]2[CH:35]=[CH:34][C:31]([C:32]([NH2:33])=[O:3])=[C:30]([NH:36][CH:37]3[CH2:42][C:41]([CH3:43])([CH3:44])[N:40]([CH3:45])[C:39]([CH3:47])([CH3:46])[CH2:38]3)[CH:29]=2)[N:10]=1. (4) Given the reactants [OH:1][C:2]1[C:3]([N+:12]([O-])=O)=[C:4]([CH:9]=[CH:10][CH:11]=1)[C:5]([O:7][CH3:8])=[O:6], predict the reaction product. The product is: [NH2:12][C:3]1[C:2]([OH:1])=[CH:11][CH:10]=[CH:9][C:4]=1[C:5]([O:7][CH3:8])=[O:6]. (5) Given the reactants [O:1]1[C:5]2=[N:6][CH:7]=[CH:8][CH:9]=[C:4]2[CH:3]=[CH:2]1.[C:10]([O:14][C:15]([N:17]1[CH2:22][CH2:21][CH2:20][CH2:19][CH:18]1[C:23](=[O:28])N(OC)C)=[O:16])([CH3:13])([CH3:12])[CH3:11].[Cl-].[NH4+], predict the reaction product. The product is: [C:10]([O:14][C:15]([N:17]1[CH2:22][CH2:21][CH2:20][CH2:19][CH:18]1[C:23]([C:2]1[O:1][C:5]2=[N:6][CH:7]=[CH:8][CH:9]=[C:4]2[CH:3]=1)=[O:28])=[O:16])([CH3:13])([CH3:12])[CH3:11]. (6) Given the reactants [CH3:1][CH:2]([C:4]1[N:8]([CH2:9][CH2:10][C@@H:11]([OH:19])[CH2:12][C@@H:13]([OH:18])[CH2:14][C:15]([O-:17])=[O:16])[C:7]([C:20]2[CH:21]=[CH:22][C:23]([F:26])=[CH:24][CH:25]=2)=[C:6]([C:27]2[CH:28]=[CH:29][CH:30]=[CH:31][CH:32]=2)[C:5]=1[C:33]([NH:35][C:36]1[CH:37]=[CH:38][CH:39]=[CH:40][CH:41]=1)=[O:34])[CH3:3].[CH3:42][CH:43]([C:45]1[N:49]([CH2:50][CH2:51][C@@H:52]([OH:60])[CH2:53][C@@H:54]([OH:59])[CH2:55][C:56]([O-:58])=[O:57])[C:48]([C:61]2[CH:62]=[CH:63][C:64]([F:67])=[CH:65][CH:66]=2)=[C:47]([C:68]2[CH:69]=[CH:70][CH:71]=[CH:72][CH:73]=2)[C:46]=1[C:74]([NH:76][C:77]1[CH:78]=[CH:79][CH:80]=[CH:81][CH:82]=1)=[O:75])[CH3:44].[Ca+2:83].CC([CH2:87][C:88]([CH3:90])=[O:89])C.[OH2:91], predict the reaction product. The product is: [CH3:3][CH:2]([C:4]1[N:8]([CH2:9][CH2:10][C@@H:11]([OH:19])[CH2:12][C@@H:13]([OH:18])[CH2:14][C:15]([O-:17])=[O:16])[C:7]([C:20]2[CH:21]=[CH:22][C:23]([F:26])=[CH:24][CH:25]=2)=[C:6]([C:27]2[CH:28]=[CH:29][CH:30]=[CH:31][CH:32]=2)[C:5]=1[C:33]([NH:35][C:36]1[CH:37]=[CH:38][CH:39]=[CH:40][CH:41]=1)=[O:34])[CH3:1].[CH3:44][CH:43]([C:45]1[N:49]([CH2:50][CH2:51][C@@H:52]([OH:60])[CH2:53][C@@H:54]([OH:59])[CH2:55][C:56]([O-:58])=[O:57])[C:48]([C:61]2[CH:62]=[CH:63][C:64]([F:67])=[CH:65][CH:66]=2)=[C:47]([C:68]2[CH:69]=[CH:70][CH:71]=[CH:72][CH:73]=2)[C:46]=1[C:74]([NH:76][C:77]1[CH:78]=[CH:79][CH:80]=[CH:81][CH:82]=1)=[O:75])[CH3:42].[CH3:87][CH:88]([OH:89])[CH2:90][OH:91].[Ca+2:83].